From a dataset of Full USPTO retrosynthesis dataset with 1.9M reactions from patents (1976-2016). Predict the reactants needed to synthesize the given product. (1) Given the product [NH2:43][C@H:10]1[C@H:9]([OH:8])[C@@H:14]([CH3:15])[CH2:13][N:12]([C:16]2[CH:21]=[CH:20][N:19]=[CH:18][C:17]=2[NH:22][C:23]([C:25]2[CH:34]=[CH:33][C:32]3[C:27](=[CH:28][C:29]([C:35]4[CH:36]=[N:37][C:38]([O:41][CH3:42])=[CH:39][CH:40]=4)=[CH:30][CH:31]=3)[N:26]=2)=[O:24])[CH2:11]1, predict the reactants needed to synthesize it. The reactants are: [Si]([O:8][C@@H:9]1[C@@H:14]([CH3:15])[CH2:13][N:12]([C:16]2[CH:21]=[CH:20][N:19]=[CH:18][C:17]=2[NH:22][C:23]([C:25]2[CH:34]=[CH:33][C:32]3[C:27](=[CH:28][C:29]([C:35]4[CH:36]=[N:37][C:38]([O:41][CH3:42])=[CH:39][CH:40]=4)=[CH:30][CH:31]=3)[N:26]=2)=[O:24])[CH2:11][C@H:10]1[NH:43]C(=O)OC(C)(C)C)(C(C)(C)C)(C)C.COC1N=CC(B(O)O)=CC=1.CCN(C(C)C)C(C)C.N#N. (2) The reactants are: Cl[C:2]1[N:3]=[CH:4][C:5]2[C:10]([CH3:12])([CH3:11])[CH2:9][N:8]([S:13]([C:16]3[CH:17]=[CH:18][CH:19]=[C:20]4[C:25]=3[N:24]=[CH:23][CH:22]=[CH:21]4)(=[O:15])=[O:14])[C:6]=2[N:7]=1.[NH2:26][C:27]1[CH:32]=[CH:31][C:30]([N:33]2[CH2:38][CH2:37][CH:36]([N:39]([CH2:41][CH2:42][O:43][Si:44]([C:47]([CH3:50])([CH3:49])[CH3:48])([CH3:46])[CH3:45])[CH3:40])[CH2:35][CH2:34]2)=[CH:29][CH:28]=1.C([O-])([O-])=O.[K+].[K+].CC(C1C=C(C(C)C)C(C2C=CC=CC=2P(C2CCCCC2)C2CCCCC2)=C(C(C)C)C=1)C. Given the product [Si:44]([O:43][CH2:42][CH2:41][N:39]([CH3:40])[CH:36]1[CH2:37][CH2:38][N:33]([C:30]2[CH:29]=[CH:28][C:27]([NH:26][C:2]3[N:3]=[CH:4][C:5]4[C:10]([CH3:12])([CH3:11])[CH2:9][N:8]([S:13]([C:16]5[CH:17]=[CH:18][CH:19]=[C:20]6[C:25]=5[N:24]=[CH:23][CH:22]=[CH:21]6)(=[O:15])=[O:14])[C:6]=4[N:7]=3)=[CH:32][CH:31]=2)[CH2:34][CH2:35]1)([C:47]([CH3:50])([CH3:49])[CH3:48])([CH3:45])[CH3:46], predict the reactants needed to synthesize it.